Predict the reaction yield, written as a fraction of the theoretical maximum amount of product (1.0 means a 100% yield; for example, 0.34 means a 34% yield). From a dataset of Reaction yield outcomes from USPTO patents with 853,638 reactions. (1) The reactants are Br[C:2]1[C:8]([C:9]([F:12])([F:11])[F:10])=[CH:7][C:5]([NH2:6])=[CH:4][C:3]=1[Cl:13].C(=O)([O-])[O-].[Na+].[Na+].CC1(C)C(C)(C)OB([C:28]2[CH:38]=[CH:37][C:31]3[O:32][CH2:33][C:34](=[O:36])[NH:35][C:30]=3[CH:29]=2)O1.O. The catalyst is O1CCOCC1.C1C=CC([P]([Pd]([P](C2C=CC=CC=2)(C2C=CC=CC=2)C2C=CC=CC=2)([P](C2C=CC=CC=2)(C2C=CC=CC=2)C2C=CC=CC=2)[P](C2C=CC=CC=2)(C2C=CC=CC=2)C2C=CC=CC=2)(C2C=CC=CC=2)C2C=CC=CC=2)=CC=1. The product is [NH2:6][C:5]1[CH:7]=[C:8]([C:9]([F:12])([F:11])[F:10])[C:2]([C:28]2[CH:38]=[CH:37][C:31]3[O:32][CH2:33][C:34](=[O:36])[NH:35][C:30]=3[CH:29]=2)=[C:3]([Cl:13])[CH:4]=1. The yield is 0.220. (2) The reactants are C[O:2][C:3](=[O:21])[C:4]1[C:5](=[CH:10][C:11]([NH:14][CH2:15][C:16]2[O:17][CH:18]=[CH:19][CH:20]=2)=[CH:12][CH:13]=1)[C:6]([O:8]C)=[O:7].[OH-].[Na+]. The catalyst is C(O)C. The product is [O:17]1[CH:18]=[CH:19][CH:20]=[C:16]1[CH2:15][NH:14][C:11]1[CH:10]=[C:5]([C:6]([OH:8])=[O:7])[C:4](=[CH:13][CH:12]=1)[C:3]([OH:21])=[O:2]. The yield is 0.440. (3) The reactants are [F:1][C:2]1[CH:11]=[C:10]([F:12])[CH:9]=[C:8]2[C:3]=1[C:4](=[O:13])[CH2:5][CH2:6][O:7]2.[BH4-].[Na+]. The catalyst is CO. The product is [F:1][C:2]1[CH:11]=[C:10]([F:12])[CH:9]=[C:8]2[C:3]=1[CH:4]([OH:13])[CH2:5][CH2:6][O:7]2. The yield is 0.970. (4) The reactants are [Cl:1][C:2]1[CH:7]=[CH:6][C:5]([NH:8][C:9]([C:11]2[CH:12]=[C:13]([CH:25]=[CH:26][CH:27]=2)[CH2:14][S:15][CH2:16][CH2:17][C:18]([O:20]C(C)(C)C)=[O:19])=[O:10])=[C:4]([C:28](=[O:45])[NH:29][C:30]2[CH:34]=[CH:33][N:32]([C:35]3[CH:40]=[CH:39][CH:38]=[C:37]([C:41]([F:44])([F:43])[F:42])[CH:36]=3)[N:31]=2)[CH:3]=1. The catalyst is ClCCl.FC(F)(F)C(O)=O. The product is [Cl:1][C:2]1[CH:7]=[CH:6][C:5]([NH:8][C:9]([C:11]2[CH:12]=[C:13]([CH:25]=[CH:26][CH:27]=2)[CH2:14][S:15][CH2:16][CH2:17][C:18]([OH:20])=[O:19])=[O:10])=[C:4]([C:28](=[O:45])[NH:29][C:30]2[CH:34]=[CH:33][N:32]([C:35]3[CH:40]=[CH:39][CH:38]=[C:37]([C:41]([F:43])([F:44])[F:42])[CH:36]=3)[N:31]=2)[CH:3]=1. The yield is 0.360. (5) The reactants are CCN(C(C)C)C(C)C.[Li]CCCC.[Cl:15][C:16]1[CH:24]=[CH:23][C:19]([C:20]([OH:22])=[O:21])=[CH:18][C:17]=1[F:25].[Br:26]C(Cl)(Cl)C(Br)(Cl)Cl. The catalyst is C1COCC1. The product is [Br:26][C:18]1[C:17]([F:25])=[C:16]([Cl:15])[CH:24]=[CH:23][C:19]=1[C:20]([OH:22])=[O:21]. The yield is 0.833. (6) The reactants are COC1C=CC(P2(SP(C3C=CC(OC)=CC=3)(=S)S2)=[S:10])=CC=1.[C:23]1([C:29]#[C:30][C:31]2[CH:32]=[N:33][CH:34]=[C:35]([CH:39]=2)[C:36]([NH2:38])=O)[CH:28]=[CH:27][CH:26]=[CH:25][CH:24]=1. The catalyst is C1(C)C=CC=CC=1. The product is [C:23]1([C:29]#[C:30][C:31]2[CH:32]=[N:33][CH:34]=[C:35]([CH:39]=2)[C:36]([NH2:38])=[S:10])[CH:28]=[CH:27][CH:26]=[CH:25][CH:24]=1. The yield is 0.400. (7) The yield is 0.993. The product is [NH2:26][C:23]1([CH2:22][O:21][C:20]2[CH:34]=[CH:35][C:17]([N:11]3[C:12]([CH3:15])([CH3:16])[C:13](=[O:14])[N:9]([C:6]4[CH:7]=[CH:8][C:3]([C:1]#[N:2])=[C:4]([CH3:38])[CH:5]=4)[C:10]3=[S:37])=[CH:18][C:19]=2[F:36])[CH2:24][CH2:25]1. The catalyst is Cl.CO. The reactants are [C:1]([C:3]1[CH:8]=[CH:7][C:6]([N:9]2[C:13](=[O:14])[C:12]([CH3:16])([CH3:15])[N:11]([C:17]3[CH:35]=[CH:34][C:20]([O:21][CH2:22][C:23]4([NH:26]C(=O)OC(C)(C)C)[CH2:25][CH2:24]4)=[C:19]([F:36])[CH:18]=3)[C:10]2=[S:37])=[CH:5][C:4]=1[CH3:38])#[N:2]. (8) The reactants are Br[C:2]1[CH:7]=[CH:6][C:5]([O:8][CH3:9])=[CH:4][C:3]=1[CH3:10].[Li]CCCC.[O:16]=[C:17]1[N:22]([C:23]([O:25][C:26]([CH3:29])([CH3:28])[CH3:27])=[O:24])[CH2:21][CH2:20][N:19]2[C:30](=[O:33])[CH2:31][CH2:32][C@@H:18]12. The catalyst is C1COCC1. The product is [CH3:9][O:8][C:5]1[CH:6]=[CH:7][C:2]([C:17]([C@@H:18]2[CH2:32][CH2:31][C:30](=[O:33])[N:19]2[CH2:20][CH2:21][NH:22][C:23](=[O:24])[O:25][C:26]([CH3:28])([CH3:27])[CH3:29])=[O:16])=[C:3]([CH3:10])[CH:4]=1. The yield is 0.600.